This data is from Reaction yield outcomes from USPTO patents with 853,638 reactions. The task is: Predict the reaction yield, written as a fraction of the theoretical maximum amount of product (1.0 means a 100% yield; for example, 0.34 means a 34% yield). (1) The reactants are Br[C:2]1[C:3]([O:9][CH3:10])=[N:4][CH:5]=[C:6]([F:8])[CH:7]=1.[CH3:11][C:12]1([CH3:28])[C:16]([CH3:18])([CH3:17])[O:15][B:14]([B:14]2[O:15][C:16]([CH3:18])([CH3:17])[C:12]([CH3:28])([CH3:11])[O:13]2)[O:13]1.C([O-])(=O)C.[K+]. The catalyst is C1C=CC(P(C2C=CC=CC=2)[C-]2C=CC=C2)=CC=1.C1C=CC(P(C2C=CC=CC=2)[C-]2C=CC=C2)=CC=1.Cl[Pd]Cl.[Fe+2]. The product is [F:8][C:6]1[CH:7]=[C:2]([B:14]2[O:15][C:16]([CH3:18])([CH3:17])[C:12]([CH3:28])([CH3:11])[O:13]2)[C:3]([O:9][CH3:10])=[N:4][CH:5]=1. The yield is 0.800. (2) The reactants are C(N(CC)CC)C.[C:16](O[C:16]([O:18][C:19]([CH3:22])([CH3:21])[CH3:20])=[O:17])([O:18][C:19]([CH3:22])([CH3:21])[CH3:20])=[O:17].[O:23]1CC[CH2:25][CH2:24]1.ClC1C=CC([C@H:35]2N3C(SC(C(N4C[C@H](F)C[C@H]4C(N4CC5(CC5)N(C(=O)C(F)(F)F)CC4)=O)=O)=C3C(C)C)=[N:37][C@:36]2([C:71]2[CH:72]=[N:73][C:74]([Cl:77])=[CH:75][CH:76]=2)[CH3:70])=CC=1F.C(OCC)(=[O:81])C. No catalyst specified. The product is [C:19]([O:18][C:16]([NH:37][C:36]([C:71]1[CH:72]=[N:73][C:74]([Cl:77])=[CH:75][CH:76]=1)([CH3:70])[C:35]([O:23][CH2:24][CH3:25])=[O:81])=[O:17])([CH3:20])([CH3:21])[CH3:22]. The yield is 0.840. (3) The reactants are C([O:4][C@H:5](/[CH:7]=[CH:8]\[C:9]([NH:11][C@@H:12]1[CH2:17][C@H:16]([CH3:18])[C@H:15]([CH2:19]/[CH:20]=[C:21](\[CH3:24])/[CH:22]=[CH2:23])[O:14][C@@H:13]1[CH3:25])=[O:10])[CH3:6])(=O)C.C([O-])([O-])=O.[K+].[K+]. The catalyst is CO.[NH4+].[Cl-]. The product is [CH3:25][C@@H:13]1[C@H:12]([NH:11][C:9](=[O:10])/[CH:8]=[CH:7]\[C@@H:5]([OH:4])[CH3:6])[CH2:17][C@H:16]([CH3:18])[C@H:15]([CH2:19]/[CH:20]=[C:21](\[CH3:24])/[CH:22]=[CH2:23])[O:14]1. The yield is 0.820.